This data is from Full USPTO retrosynthesis dataset with 1.9M reactions from patents (1976-2016). The task is: Predict the reactants needed to synthesize the given product. (1) Given the product [CH3:15][C:14]1[N:13]=[C:12]([CH2:16][CH2:17][CH3:18])[N:4]2[C:5]3[C:10](=[CH:9][CH:8]=[CH:7][CH:6]=3)[N:11]=[C:2]([CH3:22])[C:3]=12, predict the reactants needed to synthesize it. The reactants are: Cl[C:2]1[C:3]2[N:4]([C:12]([CH2:16][CH2:17][CH3:18])=[N:13][C:14]=2[CH3:15])[C:5]2[C:10]([N:11]=1)=[CH:9][CH:8]=[CH:7][CH:6]=2.C[Mg+].[Br-].[CH2:22](OCC)C.O. (2) Given the product [F:74][C@H:43]1[C@H:42]([OH:41])[C@@H:46]([CH2:47][OH:48])[S:45][CH:44]1[N:66]1[CH:73]=[CH:72][C:70]([NH2:71])=[N:69][C:67]1=[O:68], predict the reactants needed to synthesize it. The reactants are: [F-].C([N+](CCCC)(CCCC)CCCC)CCC.O1CCCC1.[Si]([O:41][C@@H:42]1[C@@H:46]([CH2:47][O:48][Si](C(C)(C)C)(C2C=CC=CC=2)C2C=CC=CC=2)[S:45][CH:44]([N:66]2[CH:73]=[CH:72][C:70]([NH2:71])=[N:69][C:67]2=[O:68])[C@H:43]1[F:74])(C(C)(C)C)(C1C=CC=CC=1)C1C=CC=CC=1.